The task is: Predict the product of the given reaction.. This data is from Forward reaction prediction with 1.9M reactions from USPTO patents (1976-2016). (1) Given the reactants [F:1][C:2]1[CH:7]=[CH:6][CH:5]=[C:4]([F:8])[C:3]=1[N:9]1[C:14]2[N:15]=[C:16](S(C)(=O)=O)[N:17]=[C:18]([C:19]3[CH:20]=[C:21]([CH:32]=[CH:33][C:34]=3[CH3:35])[C:22]([NH:24][CH2:25][C:26]3[CH:31]=[CH:30][CH:29]=[CH:28][CH:27]=3)=[O:23])[C:13]=2[CH2:12][NH:11][C:10]1=[O:40].[NH2:41][CH:42]1[CH2:47][C:46]([CH3:49])([CH3:48])[NH:45][C:44]([CH3:51])([CH3:50])[CH2:43]1, predict the reaction product. The product is: [NH4+:9].[OH-:23].[F:1][C:2]1[CH:7]=[CH:6][CH:5]=[C:4]([F:8])[C:3]=1[N:9]1[C:14]2[N:15]=[C:16]([NH:41][CH:42]3[CH2:43][C:44]([CH3:51])([CH3:50])[NH:45][C:46]([CH3:49])([CH3:48])[CH2:47]3)[N:17]=[C:18]([C:19]3[CH:20]=[C:21]([CH:32]=[CH:33][C:34]=3[CH3:35])[C:22]([NH:24][CH2:25][C:26]3[CH:31]=[CH:30][CH:29]=[CH:28][CH:27]=3)=[O:23])[C:13]=2[CH2:12][NH:11][C:10]1=[O:40]. (2) Given the reactants [C:1](O)(=O)[CH3:2].C(O[C:9](=O)[CH3:10])(=O)C.[C:12]([CH2:15][CH2:16][CH2:17][CH2:18][CH2:19][N+:20]1[C:28]2[C:23](=[CH:24][C:25]([S:29]([O-:32])(=[O:31])=[O:30])=[CH:26][CH:27]=2)[C:22]([CH3:41])([CH2:33][CH2:34][CH2:35][CH2:36][S:37]([OH:40])(=[O:39])=[O:38])[C:21]=1[CH3:42])([OH:14])=[O:13], predict the reaction product. The product is: [C:12]([CH2:15][CH2:16][CH2:17][CH2:18][CH2:19][N:20]1[C:28]2[C:23](=[CH:24][C:25]([S:29]([OH:32])(=[O:31])=[O:30])=[CH:26][CH:27]=2)[C:22]([CH3:41])([CH2:33][CH2:34][CH2:35][CH2:36][S:37]([OH:40])(=[O:38])=[O:39])/[C:21]/1=[CH:42]\[CH:15]=[CH:16]\[CH:17]=[CH:18]\[C:19]1[C:9]([CH3:10])([CH2:33][CH2:34][CH2:35][CH2:36][S:37]([OH:40])(=[O:39])=[O:38])[C:27]2[C:28](=[CH:23][CH:24]=[C:25]([S:29]([O-:32])(=[O:31])=[O:30])[CH:26]=2)[N+:20]=1[CH2:1][CH3:2])([OH:14])=[O:13]. (3) The product is: [C:5]1([S:11]([CH2:14][C:15]2[C:20]([C:21]([O:23][CH3:24])=[O:22])=[C:19]([OH:25])[C:18]([Br:27])=[CH:17][CH:16]=2)(=[O:13])=[O:12])[CH:6]=[CH:7][CH:8]=[CH:9][CH:10]=1. Given the reactants [Cl-].[Al+3].[Cl-].[Cl-].[C:5]1([S:11]([CH2:14][C:15]2[C:20]([C:21]([O:23][CH3:24])=[O:22])=[C:19]([O:25]C)[C:18]([Br:27])=[CH:17][CH:16]=2)(=[O:13])=[O:12])[CH:10]=[CH:9][CH:8]=[CH:7][CH:6]=1.CN(C)C1C=CC=CC=1, predict the reaction product.